This data is from NCI-60 drug combinations with 297,098 pairs across 59 cell lines. The task is: Regression. Given two drug SMILES strings and cell line genomic features, predict the synergy score measuring deviation from expected non-interaction effect. (1) Cell line: COLO 205. Drug 2: CC1=CC=C(C=C1)C2=CC(=NN2C3=CC=C(C=C3)S(=O)(=O)N)C(F)(F)F. Drug 1: CN(C)N=NC1=C(NC=N1)C(=O)N. Synergy scores: CSS=-0.500, Synergy_ZIP=-0.995, Synergy_Bliss=-4.63, Synergy_Loewe=-5.64, Synergy_HSA=-5.78. (2) Drug 1: C1=CC(=CC=C1CCC2=CNC3=C2C(=O)NC(=N3)N)C(=O)NC(CCC(=O)O)C(=O)O. Drug 2: CC(C)CN1C=NC2=C1C3=CC=CC=C3N=C2N. Cell line: HS 578T. Synergy scores: CSS=5.38, Synergy_ZIP=-2.48, Synergy_Bliss=-0.724, Synergy_Loewe=-11.9, Synergy_HSA=-6.39. (3) Drug 1: C1=NC2=C(N1)C(=S)N=CN2. Drug 2: COC1=NC(=NC2=C1N=CN2C3C(C(C(O3)CO)O)O)N. Cell line: UACC-257. Synergy scores: CSS=-1.12, Synergy_ZIP=-1.40, Synergy_Bliss=-2.46, Synergy_Loewe=-8.12, Synergy_HSA=-3.62. (4) Drug 1: CC1=C2C(C(=O)C3(C(CC4C(C3C(C(C2(C)C)(CC1OC(=O)C(C(C5=CC=CC=C5)NC(=O)C6=CC=CC=C6)O)O)OC(=O)C7=CC=CC=C7)(CO4)OC(=O)C)O)C)OC(=O)C. Drug 2: CN(C(=O)NC(C=O)C(C(C(CO)O)O)O)N=O. Cell line: SF-295. Synergy scores: CSS=9.19, Synergy_ZIP=-3.87, Synergy_Bliss=-3.80, Synergy_Loewe=-16.1, Synergy_HSA=-3.46. (5) Drug 1: C1CC(=O)NC(=O)C1N2C(=O)C3=CC=CC=C3C2=O. Drug 2: COCCOC1=C(C=C2C(=C1)C(=NC=N2)NC3=CC=CC(=C3)C#C)OCCOC.Cl. Cell line: SK-MEL-28. Synergy scores: CSS=-1.30, Synergy_ZIP=0.469, Synergy_Bliss=-0.139, Synergy_Loewe=-3.22, Synergy_HSA=-2.16. (6) Drug 1: CC1C(C(CC(O1)OC2CC(CC3=C2C(=C4C(=C3O)C(=O)C5=C(C4=O)C(=CC=C5)OC)O)(C(=O)C)O)N)O.Cl. Drug 2: CC1C(C(CC(O1)OC2CC(CC3=C2C(=C4C(=C3O)C(=O)C5=CC=CC=C5C4=O)O)(C(=O)C)O)N)O. Cell line: NCI-H460. Synergy scores: CSS=52.7, Synergy_ZIP=2.33, Synergy_Bliss=3.65, Synergy_Loewe=-5.13, Synergy_HSA=5.25.